From a dataset of Catalyst prediction with 721,799 reactions and 888 catalyst types from USPTO. Predict which catalyst facilitates the given reaction. (1) Reactant: Cl.[CH3:2][CH:3]1[C:7]2[C:8]([O:12]COC)=[CH:9][CH:10]=[CH:11][C:6]=2[CH2:5][O:4]1. Product: [CH3:2][CH:3]1[C:7]2[C:8]([OH:12])=[CH:9][CH:10]=[CH:11][C:6]=2[CH2:5][O:4]1. The catalyst class is: 138. (2) Reactant: [NH2:1][C:2]1[CH:9]=[C:8]([NH:10][C@H:11]2[C@@H:16]([CH2:17][OH:18])[C@H:15]3[CH2:19][C@@H:12]2[CH2:13][CH2:14]3)[C:5]([C:6]#[N:7])=[CH:4][N:3]=1.CCN(C(C)C)C(C)C.Cl[Si:30]([CH2:35][CH3:36])([CH2:33][CH3:34])[CH2:31][CH3:32]. Product: [NH2:1][C:2]1[CH:9]=[C:8]([NH:10][C@H:11]2[C@@H:16]([CH2:17][O:18][Si:30]([CH2:35][CH3:36])([CH2:33][CH3:34])[CH2:31][CH3:32])[C@H:15]3[CH2:19][C@@H:12]2[CH2:13][CH2:14]3)[C:5]([C:6]#[N:7])=[CH:4][N:3]=1. The catalyst class is: 1. (3) Reactant: [F:1][C:2]1[CH:33]=[CH:32][C:5]([CH2:6][C:7]2[CH:16]=[C:15]3[C:10]([C:11]([OH:31])=[C:12]([C:26](OCC)=[O:27])[C:13](=[O:25])[N:14]3[CH2:17][CH2:18][N:19]3[CH2:23][CH2:22][CH2:21][C:20]3=[O:24])=[N:9][CH:8]=2)=[CH:4][CH:3]=1.[CH3:34][O:35][CH2:36][CH2:37][NH2:38]. Product: [F:1][C:2]1[CH:3]=[CH:4][C:5]([CH2:6][C:7]2[CH:16]=[C:15]3[C:10]([C:11]([OH:31])=[C:12]([C:26]([NH:38][CH2:37][CH2:36][O:35][CH3:34])=[O:27])[C:13](=[O:25])[N:14]3[CH2:17][CH2:18][N:19]3[CH2:23][CH2:22][CH2:21][C:20]3=[O:24])=[N:9][CH:8]=2)=[CH:32][CH:33]=1. The catalyst class is: 32. (4) Reactant: Cl[C:2]1[C:7]([NH:8][C:9](=[O:23])[C:10]2[CH:15]=[C:14]([F:16])[C:13]([O:17][CH2:18][CH:19]3[CH2:21][CH2:20]3)=[C:12]([F:22])[CH:11]=2)=[CH:6][N:5]=[C:4]([O:24][CH2:25][C@@H:26]([NH:28][C:29](=[O:35])[O:30][C:31]([CH3:34])([CH3:33])[CH3:32])[CH3:27])[CH:3]=1.C(=O)([O-])[O-].[K+].[K+].O. Product: [CH:19]1([CH2:18][O:17][C:13]2[C:14]([F:16])=[CH:15][C:10]([C:9]3[O:23][C:2]4[CH:3]=[C:4]([O:24][CH2:25][C@@H:26]([NH:28][C:29](=[O:35])[O:30][C:31]([CH3:34])([CH3:33])[CH3:32])[CH3:27])[N:5]=[CH:6][C:7]=4[N:8]=3)=[CH:11][C:12]=2[F:22])[CH2:21][CH2:20]1. The catalyst class is: 122. (5) Reactant: CN([CH2:4][CH2:5][CH2:6]N1CN(CCCN(C)C)CN(CCCN(C)C)C1)C.[CH2:25]([N:29]=[C:30]=[O:31])[CH2:26][CH2:27][CH3:28].[N-]=C=[O:34]. Product: [CH2:25]([NH:29][C:30](=[O:34])[O:31][CH:5]([CH3:6])[CH3:4])[CH2:26][CH2:27][CH3:28]. The catalyst class is: 32. (6) Reactant: I[C:2]1[C:10]2[C:5](=[CH:6][N:7]=[C:8]([C:11]3[CH:12]=[N:13][CH:14]=[CH:15][CH:16]=3)[CH:9]=2)[N:4]([CH2:17][O:18][CH2:19][CH2:20][Si:21]([CH3:24])([CH3:23])[CH3:22])[N:3]=1.[F:25][C:26]1[CH:31]=[CH:30][CH:29]=[C:28]([Sn](CCCC)(CCCC)CCCC)[N:27]=1.[Li+].[Cl-]. Product: [F:25][C:26]1[N:27]=[C:28]([C:2]2[C:10]3[C:5](=[CH:6][N:7]=[C:8]([C:11]4[CH:12]=[N:13][CH:14]=[CH:15][CH:16]=4)[CH:9]=3)[N:4]([CH2:17][O:18][CH2:19][CH2:20][Si:21]([CH3:24])([CH3:23])[CH3:22])[N:3]=2)[CH:29]=[CH:30][CH:31]=1. The catalyst class is: 555. (7) Reactant: [F:1][C:2]1[CH:7]=[CH:6][CH:5]=[C:4]([F:8])[C:3]=1[NH:9][C:10]1[N:11]([CH:27]2[CH2:31][CH2:30][CH2:29][CH2:28]2)[C:12]2[C:17]([N:18]=1)=[CH:16][N:15]=[C:14]([NH:19][C@H:20]1[CH2:25][CH2:24][C@H:23]([OH:26])[CH2:22][CH2:21]1)[N:13]=2.[C:32]1(=[O:38])[O:37][C:35](=[O:36])[CH2:34][CH2:33]1. Product: [F:1][C:2]1[CH:7]=[CH:6][CH:5]=[C:4]([F:8])[C:3]=1[NH:9][C:10]1[N:11]([CH:27]2[CH2:31][CH2:30][CH2:29][CH2:28]2)[C:12]2[C:17]([N:18]=1)=[CH:16][N:15]=[C:14]([NH:19][C@H:20]1[CH2:21][CH2:22][C@H:23]([O:26][C:32]([CH2:33][CH2:34][C:35]([OH:37])=[O:36])=[O:38])[CH2:24][CH2:25]1)[N:13]=2. The catalyst class is: 17. (8) The catalyst class is: 3. Product: [F:17][C:4]([F:3])([F:16])[CH2:5][O:6][C:7]1[CH:8]=[CH:9][C:10]([C@H:13]([NH:15][C:19](=[O:20])[CH3:18])[CH3:14])=[N:11][CH:12]=1. Reactant: Cl.Cl.[F:3][C:4]([F:17])([F:16])[CH2:5][O:6][C:7]1[CH:8]=[CH:9][C:10]([C@H:13]([NH2:15])[CH3:14])=[N:11][CH:12]=1.[CH3:18][C:19]1(C)C(C)(C)OB(C2C=CC(CC(O)=O)=CC=2)[O:20]1.C(Cl)CCl.ON1C2N=CC=CC=2N=N1.C(N(C(C)C)CC)(C)C. (9) Reactant: [NH2:1][C:2]1[CH:7]=[CH:6][NH:5][C:4](=[O:8])[CH:3]=1.[OH:9][CH2:10][CH2:11][O:12][C:13]1[CH:20]=[CH:19][C:16]([CH:17]=O)=[CH:15][CH:14]=1.[C:21]([CH2:23][C:24](=[S:26])N)#[N:22].C(O)(=O)C. Product: [OH:9][CH2:10][CH2:11][O:12][C:13]1[CH:20]=[CH:19][C:16]([C:17]2[C:3]3[C:4](=[O:8])[NH:5][CH:6]=[CH:7][C:2]=3[N:1]=[C:24]([SH:26])[C:23]=2[C:21]#[N:22])=[CH:15][CH:14]=1. The catalyst class is: 41.